Task: Predict the product of the given reaction.. Dataset: Forward reaction prediction with 1.9M reactions from USPTO patents (1976-2016) Given the reactants Br[C:2]1[C:3]([Cl:9])=[C:4]([Cl:8])[N:5]=[N:6][CH:7]=1.[Cl:10]C1C(Cl)=C(Cl)N=NC=1, predict the reaction product. The product is: [Cl:8][C:4]1[N:5]=[N:6][C:7]([Cl:10])=[CH:2][C:3]=1[Cl:9].